This data is from Forward reaction prediction with 1.9M reactions from USPTO patents (1976-2016). The task is: Predict the product of the given reaction. Given the reactants [CH2:1]([N:3]([CH3:60])[CH:4]1[CH2:9][CH2:8][CH:7]([NH:10][C:11]([C:13]2[CH:18]=[CH:17][C:16]([C:19]3[CH:24]=[CH:23][C:22]([CH2:25][C@H:26]([NH:41][C:42]([C@H:44]4[CH2:49][CH2:48][C@H:47]([CH2:50][NH:51]C(=O)OC(C)(C)C)[CH2:46][CH2:45]4)=[O:43])[C:27](=[O:40])[NH:28][C:29]4[CH:34]=[CH:33][C:32]([C:35]5[NH:39][N:38]=[N:37][N:36]=5)=[CH:31][CH:30]=4)=[CH:21][CH:20]=3)=[C:15]([CH3:59])[CH:14]=2)=[O:12])[CH2:6][CH2:5]1)[CH3:2].[ClH:61], predict the reaction product. The product is: [ClH:61].[NH2:51][CH2:50][C@H:47]1[CH2:48][CH2:49][C@H:44]([C:42]([NH:41][C@H:26]([C:27](=[O:40])[NH:28][C:29]2[CH:34]=[CH:33][C:32]([C:35]3[NH:39][N:38]=[N:37][N:36]=3)=[CH:31][CH:30]=2)[CH2:25][C:22]2[CH:21]=[CH:20][C:19]([C:16]3[CH:17]=[CH:18][C:13]([C:11]([NH:10][CH:7]4[CH2:6][CH2:5][CH:4]([N:3]([CH2:1][CH3:2])[CH3:60])[CH2:9][CH2:8]4)=[O:12])=[CH:14][C:15]=3[CH3:59])=[CH:24][CH:23]=2)=[O:43])[CH2:45][CH2:46]1.